From a dataset of Catalyst prediction with 721,799 reactions and 888 catalyst types from USPTO. Predict which catalyst facilitates the given reaction. Reactant: CS(N)(=O)=O.[CH:6]1([S:9]([NH2:12])(=[O:11])=[O:10])[CH2:8][CH2:7]1.[Cl:13][C:14]1[C:15]([O:24][CH:25]2[CH2:30][CH2:29][C:28]([F:32])([F:31])[CH2:27][CH2:26]2)=[CH:16][C:17]([F:23])=[C:18]([CH:22]=1)[C:19](O)=[O:20]. Product: [Cl:13][C:14]1[C:15]([O:24][CH:25]2[CH2:26][CH2:27][C:28]([F:31])([F:32])[CH2:29][CH2:30]2)=[CH:16][C:17]([F:23])=[C:18]([CH:22]=1)[C:19]([NH:12][S:9]([CH:6]1[CH2:8][CH2:7]1)(=[O:11])=[O:10])=[O:20]. The catalyst class is: 5.